From a dataset of Forward reaction prediction with 1.9M reactions from USPTO patents (1976-2016). Predict the product of the given reaction. (1) The product is: [OH:15][C:14]1[CH:16]=[CH:17][CH:18]=[CH:19][C:13]=1[C:12]1[O:11][C:5]2[CH:4]=[CH:3][C:2]([Cl:1])=[CH:10][C:6]=2[C:7](=[O:9])[N:21]=1. Given the reactants [Cl:1][C:2]1[CH:10]=[C:6]([C:7]([OH:9])=O)[C:5]([OH:11])=[CH:4][CH:3]=1.[C:12]([NH2:21])(=O)[C:13]1[C:14](=[CH:16][CH:17]=[CH:18][CH:19]=1)[OH:15].N1C=CC=CC=1.S(Cl)(Cl)=O, predict the reaction product. (2) Given the reactants [CH3:1][N:2]([CH3:5])[CH:3]=O.FC(F)(F)C(O)=O.C[C@:14]1(O)[C@@H:28]2[C:23](=[C:24]([OH:42])[C@:25]3([OH:41])[C:32](=[O:33])[C:31]([C:34]([NH2:36])=[O:35])=[C:30]([OH:37])[C@@H:29]([N:38]([CH3:40])[CH3:39])[C@@H:26]3[CH2:27]2)[C:21](=[O:22])[C:20]2[C:19]([OH:43])=[CH:18][CH:17]=C[C:15]1=2.C1C2CC(C(C(N)=O)=C(O)[C@@]2(O)C(=O)C2C1CC1C=CC=C(O)C=1C=2O)=O, predict the reaction product. The product is: [CH3:1][N:2]([C:3]1[C:15]2[CH2:14][C@@H:28]3[C:23]([C:21](=[O:22])[C:20]=2[C:19]([OH:43])=[CH:18][CH:17]=1)=[C:24]([OH:42])[C@@:25]1([OH:41])[C@H:26]([C@H:29]([N:38]([CH3:39])[CH3:40])[C:30]([OH:37])=[C:31]([C:34]([NH2:36])=[O:35])[C:32]1=[O:33])[CH2:27]3)[CH3:5]. (3) Given the reactants [CH3:1][O:2][C:3]1[CH:4]=[C:5]([C:15]([OH:17])=O)[C:6]([C:12]([OH:14])=O)=[C:7]([C:9]([OH:11])=[O:10])[CH:8]=1.[NH2:18][CH:19]1[CH2:24][CH2:23][C:22](=[O:25])[NH:21][C:20]1=[O:26], predict the reaction product. The product is: [O:26]=[C:20]1[CH:19]([N:18]2[C:12](=[O:14])[C:6]3[C:7]([C:9]([OH:11])=[O:10])=[CH:8][C:3]([O:2][CH3:1])=[CH:4][C:5]=3[C:15]2=[O:17])[CH2:24][CH2:23][C:22](=[O:25])[NH:21]1.